Dataset: Full USPTO retrosynthesis dataset with 1.9M reactions from patents (1976-2016). Task: Predict the reactants needed to synthesize the given product. (1) Given the product [CH3:1][O:2][C:3]1[CH:4]=[C:5]([CH:8]=[CH:9][C:10]=1[O:11][CH3:12])[CH2:6][NH:13][C:14]1[CH:15]=[C:16]([CH:26]=[CH:27][C:28]=1[O:29][CH3:30])[C:17]([NH:19][C:20]1[CH:25]=[CH:24][CH:23]=[CH:22][CH:21]=1)=[O:18], predict the reactants needed to synthesize it. The reactants are: [CH3:1][O:2][C:3]1[CH:4]=[C:5]([CH:8]=[CH:9][C:10]=1[O:11][CH3:12])[CH:6]=O.[NH2:13][C:14]1[CH:15]=[C:16]([CH:26]=[CH:27][C:28]=1[O:29][CH3:30])[C:17]([NH:19][C:20]1[CH:25]=[CH:24][CH:23]=[CH:22][CH:21]=1)=[O:18].C(O)(=O)C.C(O[BH-](OC(=O)C)OC(=O)C)(=O)C.[Na+]. (2) Given the product [CH3:47][C:43]1[CH:42]=[C:41]([C:38]2[CH:37]=[CH:36][C:35]([NH:34][C:32](=[O:33])[CH:31]([C:29]3[CH:28]=[CH:27][CH:26]=[C:25]([C:18]4[CH:19]=[CH:20][C:15]([N:12]5[CH2:13][CH2:14][O:9][CH2:10][CH2:11]5)=[CH:16][CH:17]=4)[N:30]=3)[CH3:48])=[CH:40][CH:39]=2)[CH:46]=[CH:45][N:44]=1, predict the reactants needed to synthesize it. The reactants are: P([O-])([O-])([O-])=O.[K+].[K+].[K+].[O:9]1[CH2:14][CH2:13][N:12]([C:15]2[CH:20]=[CH:19][C:18](B(O)O)=[CH:17][CH:16]=2)[CH2:11][CH2:10]1.Cl[C:25]1[N:30]=[C:29]([CH:31]([CH3:48])[C:32]([NH:34][C:35]2[CH:40]=[CH:39][C:38]([C:41]3[CH:46]=[CH:45][N:44]=[C:43]([CH3:47])[CH:42]=3)=[CH:37][CH:36]=2)=[O:33])[CH:28]=[CH:27][CH:26]=1.